The task is: Predict the reactants needed to synthesize the given product.. This data is from Full USPTO retrosynthesis dataset with 1.9M reactions from patents (1976-2016). The reactants are: [SH:1][C:2]1[N:3]([CH3:7])[CH:4]=[CH:5][N:6]=1.C([Li])(C)(C)C.[Cl:13][C:14]1[CH:45]=[CH:44][C:17]([C:18]([C:20]2[CH:21]=[C:22]3[C:27](=[CH:28][CH:29]=2)[N:26]([CH3:30])[C:25](=[O:31])[CH:24]=[C:23]3[C:32]2[CH:37]=[CH:36][CH:35]=[C:34]([Si:38]([CH3:41])([CH3:40])[CH3:39])[C:33]=2[C:42]#[CH:43])=[O:19])=[CH:16][CH:15]=1. Given the product [Cl:13][C:14]1[CH:15]=[CH:16][C:17]([C:18]([OH:19])([C:4]2[N:3]([CH3:7])[C:2]([SH:1])=[N:6][CH:5]=2)[C:20]2[CH:21]=[C:22]3[C:27](=[CH:28][CH:29]=2)[N:26]([CH3:30])[C:25](=[O:31])[CH:24]=[C:23]3[C:32]2[CH:33]=[CH:42][CH:43]=[C:36]([C:35]#[C:34][Si:38]([CH3:41])([CH3:39])[CH3:40])[CH:37]=2)=[CH:44][CH:45]=1, predict the reactants needed to synthesize it.